From a dataset of Reaction yield outcomes from USPTO patents with 853,638 reactions. Predict the reaction yield, written as a fraction of the theoretical maximum amount of product (1.0 means a 100% yield; for example, 0.34 means a 34% yield). (1) The reactants are C([O:5][C:6]([CH:8]1[CH:12]([C:13]2[CH:18]=[CH:17][CH:16]=[C:15]([Cl:19])[C:14]=2[F:20])[C:11]([C:23]2[CH:28]=[CH:27][C:26]([Cl:29])=[C:25]([CH3:30])[CH:24]=2)([C:21]#[N:22])[CH:10]([CH2:31][C:32]([CH3:35])([CH3:34])[CH3:33])[NH:9]1)=[O:7])(C)(C)C.[F:36][C:37]([F:42])([F:41])[C:38]([OH:40])=[O:39]. The catalyst is ClCCl. The product is [F:36][C:37]([F:42])([F:41])[C:38]([OH:40])=[O:39].[Cl:19][C:15]1[C:14]([F:20])=[C:13]([CH:12]2[C:11]([C:23]3[CH:28]=[CH:27][C:26]([Cl:29])=[C:25]([CH3:30])[CH:24]=3)([C:21]#[N:22])[CH:10]([CH2:31][C:32]([CH3:34])([CH3:35])[CH3:33])[NH:9][CH:8]2[C:6]([OH:7])=[O:5])[CH:18]=[CH:17][CH:16]=1. The yield is 0.850. (2) The reactants are [CH3:1][N:2]([CH:10]1[CH2:13][N:12]([C:14]2[C:15]3[N:16]([CH:26]=[N:27][N:28]=3)[C:17]3[CH:23]=[C:22]([CH:24]=[CH2:25])[CH:21]=[N:20][C:18]=3[N:19]=2)[CH2:11]1)C(=O)OC(C)(C)C.C(O)(C(F)(F)F)=O. The catalyst is C(Cl)Cl. The product is [CH3:1][NH:2][CH:10]1[CH2:11][N:12]([C:14]2[C:15]3[N:16]([CH:26]=[N:27][N:28]=3)[C:17]3[CH:23]=[C:22]([CH:24]=[CH2:25])[CH:21]=[N:20][C:18]=3[N:19]=2)[CH2:13]1. The yield is 0.290. (3) The reactants are [H-].[Na+].[O:3]1[C:7]2([CH2:12][CH2:11][CH:10]([OH:13])[CH2:9][CH2:8]2)[O:6][CH2:5][CH2:4]1.[CH2:14](I)[CH3:15]. The catalyst is C1COCC1. The product is [CH2:14]([O:13][CH:10]1[CH2:11][CH2:12][C:7]2([O:6][CH2:5][CH2:4][O:3]2)[CH2:8][CH2:9]1)[CH3:15]. The yield is 0.550. (4) The reactants are C(OC([N:8](COCC[Si](C)(C)C)[C:9]1[S:10][C@:11]2([C:39](O)=[O:40])[C@H:13]([C@:14]([C:17]3[CH:22]=[C:21]([NH:23][C:24]([C:26]4[CH:31]=[N:30][C:29]([O:32][CH2:33][C:34]([F:37])([F:36])[F:35])=[CH:28][N:27]=4)=[O:25])[CH:20]=[CH:19][C:18]=3[F:38])([CH3:16])[N:15]=1)[CH2:12]2)=O)(C)(C)C.ClC(N(C)C)=C(C)C.C(N(CC)C(C)C)(C)C.[NH:67]1[CH2:72][CH2:71][O:70][CH2:69][CH2:68]1.O.C1(C)C=CC(S(O)(=O)=O)=CC=1. The catalyst is C(Cl)Cl.CN(C=O)C.O. The product is [NH2:8][C:9]1[S:10][C@:11]2([C:39]([N:67]3[CH2:72][CH2:71][O:70][CH2:69][CH2:68]3)=[O:40])[C@H:13]([C@:14]([C:17]3[CH:22]=[C:21]([NH:23][C:24]([C:26]4[CH:31]=[N:30][C:29]([O:32][CH2:33][C:34]([F:36])([F:35])[F:37])=[CH:28][N:27]=4)=[O:25])[CH:20]=[CH:19][C:18]=3[F:38])([CH3:16])[N:15]=1)[CH2:12]2. The yield is 0.660. (5) The reactants are [C:1]([NH:8][C@H:9]([C:17]([OH:19])=O)[CH2:10][C:11]1[CH:16]=[CH:15][N:14]=[CH:13][CH:12]=1)([O:3][C:4]([CH3:7])([CH3:6])[CH3:5])=[O:2].C[N:21]1[CH2:26][CH2:25]O[CH2:23][CH2:22]1.ClC(OCC(C)C)=O.N1CCCC1. The catalyst is C1COCC1. The product is [O:19]=[C:17]([N:21]1[CH2:26][CH2:25][CH2:23][CH2:22]1)[C@@H:9]([NH:8][C:1](=[O:2])[O:3][C:4]([CH3:5])([CH3:6])[CH3:7])[CH2:10][C:11]1[CH:12]=[CH:13][N:14]=[CH:15][CH:16]=1. The yield is 0.280. (6) The reactants are Cl[C:2]1[N:7]=[C:6]([N:8]2[CH2:11][CH2:10][CH:9]2[C:12]2[O:16][N:15]=[C:14]([C:17]3[CH:22]=[CH:21][CH:20]=[CH:19][N:18]=3)[CH:13]=2)[N:5]=[C:4]([NH:23][C:24]2[CH:28]=[C:27]([CH3:29])[NH:26][N:25]=2)[CH:3]=1.[CH3:30][O-:31].[Na+]. The catalyst is CO. The product is [CH3:30][O:31][C:2]1[N:7]=[C:6]([N:8]2[CH2:11][CH2:10][CH:9]2[C:12]2[O:16][N:15]=[C:14]([C:17]3[CH:22]=[CH:21][CH:20]=[CH:19][N:18]=3)[CH:13]=2)[N:5]=[C:4]([NH:23][C:24]2[CH:28]=[C:27]([CH3:29])[NH:26][N:25]=2)[CH:3]=1. The yield is 0.370. (7) The reactants are [CH3:1][O:2][C:3]1[CH:12]=[C:11]([O:13][CH3:14])[CH:10]=[C:9]2[C:4]=1[C:5](=[O:27])[NH:6][C:7]([C:15]1[CH:20]=[CH:19][C:18]([N:21]3[CH2:26][CH2:25][NH:24][CH2:23][CH2:22]3)=[CH:17][CH:16]=1)=[N:8]2.CCN(CC)CC.[C:35](Cl)(=[O:41])[CH2:36][CH2:37][CH2:38][CH2:39][CH3:40]. The catalyst is C(Cl)Cl. The product is [C:35]([N:24]1[CH2:23][CH2:22][N:21]([C:18]2[CH:19]=[CH:20][C:15]([C:7]3[NH:6][C:5](=[O:27])[C:4]4[C:9](=[CH:10][C:11]([O:13][CH3:14])=[CH:12][C:3]=4[O:2][CH3:1])[N:8]=3)=[CH:16][CH:17]=2)[CH2:26][CH2:25]1)(=[O:41])[CH2:36][CH2:37][CH2:38][CH2:39][CH3:40]. The yield is 0.380. (8) The reactants are [N+:1]([C:4]1[CH:5]=[C:6](O)[CH:7]=C[C:9]=1[NH2:10])([O-])=O.[CH3:12][OH:13]. The catalyst is [Pd]. The product is [OH:13][C:12]1[C:9]([NH2:10])=[C:4]([NH2:1])[CH:5]=[CH:6][CH:7]=1. The yield is 0.950.